From a dataset of Full USPTO retrosynthesis dataset with 1.9M reactions from patents (1976-2016). Predict the reactants needed to synthesize the given product. (1) Given the product [CH2:13]1[CH:14]2[N:10]([CH2:2][CH:3]=[C:4]([C:3]3[C:4]4[C:9](=[N:8][CH:7]=[CH:6][CH:5]=4)[NH:1][CH:2]=3)[CH2:5]2)[CH2:11][CH2:12]1, predict the reactants needed to synthesize it. The reactants are: [NH:1]1[C:9]2[C:4](=[CH:5][CH:6]=[CH:7][N:8]=2)[CH:3]=[CH:2]1.[NH:10]1[CH2:14][CH2:13][CH2:12][CH2:11]1. (2) Given the product [CH:29]1([C:35]2[CH:40]=[CH:39][C:38]([B:16]([OH:21])[OH:17])=[C:37]([F:41])[C:36]=2[O:42][CH2:43][O:44][CH3:45])[CH2:30][CH2:31][CH2:32][CH2:33][CH2:34]1, predict the reactants needed to synthesize it. The reactants are: CC1(C)CCCC(C)(C)N1.C([Li])CCC.[B:16](OC(C)C)([O:21]C(C)C)[O:17]C(C)C.[CH:29]1([C:35]2[CH:40]=[CH:39][CH:38]=[C:37]([F:41])[C:36]=2[O:42][CH2:43][O:44][CH3:45])[CH2:34][CH2:33][CH2:32][CH2:31][CH2:30]1. (3) Given the product [Br:1][C:2]1[CH:7]=[CH:6][C:5]2[C:8]3[C:9](=[CH:10][CH:11]=[CH:12][CH:13]=3)[NH:14][C:4]=2[CH:3]=1, predict the reactants needed to synthesize it. The reactants are: [Br:1][C:2]1[CH:7]=[CH:6][C:5]([C:8]2[CH:13]=[CH:12][CH:11]=[CH:10][C:9]=2[N+:14]([O-])=O)=[CH:4][CH:3]=1.C(OP(OCC)OCC)C.Cl.[OH-].[Na+].C([O-])([O-])=O.[Na+].[Na+]. (4) Given the product [ClH:23].[CH:1]1([C:4]2[N:9]=[C:8]([CH2:10][NH2:11])[CH:7]=[C:6]([C:19]([F:21])([F:22])[F:20])[N:5]=2)[CH2:3][CH2:2]1, predict the reactants needed to synthesize it. The reactants are: [CH:1]1([C:4]2[N:9]=[C:8]([CH2:10][NH:11]C(=O)OC(C)(C)C)[CH:7]=[C:6]([C:19]([F:22])([F:21])[F:20])[N:5]=2)[CH2:3][CH2:2]1.[ClH:23]. (5) Given the product [Br:15][C:9]1[C:8]2[N:7]3[C@H:16]([CH3:26])[CH2:17][NH:18][C:19](=[O:20])[C:6]3=[CH:14][C:13]=2[CH:12]=[CH:11][CH:10]=1, predict the reactants needed to synthesize it. The reactants are: C(OC([C:6]1[N:7]([C@H:16]([CH3:26])[CH2:17][NH:18][C:19](OC(C)(C)C)=[O:20])[C:8]2[C:13]([CH:14]=1)=[CH:12][CH:11]=[CH:10][C:9]=2[Br:15])=O)C.FC(F)(F)C(O)=O.C(=O)([O-])[O-].[K+].[K+].C(OCC)(=O)C. (6) Given the product [F:3][C:4]1[CH:9]=[C:8]([O:10][CH2:11][CH2:12][C:13]2[CH:18]=[CH:17][CH:16]=[CH:15][N:14]=2)[CH:7]=[CH:6][C:5]=1[NH:19][S:20]([C:23]1[CH:24]=[C:25]2[C:30](=[CH:31][CH:32]=1)[CH2:29][NH:28][CH2:27][CH2:26]2)(=[O:22])=[O:21], predict the reactants needed to synthesize it. The reactants are: [OH-].[K+].[F:3][C:4]1[CH:9]=[C:8]([O:10][CH2:11][CH2:12][C:13]2[CH:18]=[CH:17][CH:16]=[CH:15][N:14]=2)[CH:7]=[CH:6][C:5]=1[NH:19][S:20]([C:23]1[CH:24]=[C:25]2[C:30](=[CH:31][CH:32]=1)[CH2:29][N:28](C(=O)C(F)(F)F)[CH2:27][CH2:26]2)(=[O:22])=[O:21]. (7) The reactants are: CC1C=CC([C@@H](N[C:11]([C@H:13]2[CH2:15][C@@H:14]2[C:16]2[CH:21]=[CH:20][CH:19]=[CH:18][CH:17]=2)=[O:12])C)=NC=1.Cl.[CH2:23]([O:25][C:26]1[N:31]=[CH:30][C:29]([C@@H:32]([NH2:34])[CH3:33])=[CH:28][CH:27]=1)[CH3:24]. Given the product [CH2:23]([O:25][C:26]1[N:31]=[CH:30][C:29]([C@@H:32]([NH:34][C:11]([C@H:13]2[CH2:15][C@@H:14]2[C:16]2[CH:21]=[CH:20][CH:19]=[CH:18][CH:17]=2)=[O:12])[CH3:33])=[CH:28][CH:27]=1)[CH3:24], predict the reactants needed to synthesize it. (8) The reactants are: [F:1][C:2]1([F:32])[CH2:5][CH:4]([C:6]2[O:10][N:9]=[C:8]([C:11]3[CH:12]=[CH:13][C:14]([CH3:31])=[C:15]([NH:17][C:18]([C:20]4[N:24]5[CH:25]=[CH:26][C:27]([C:29]#[CH:30])=[CH:28][C:23]5=[N:22][CH:21]=4)=[O:19])[CH:16]=3)[N:7]=2)[CH2:3]1.[N:33]([CH2:36][C:37](OCC)=[O:38])=[N+:34]=[N-:35].O=C1O[C@H]([C@H](CO)O)C([O-])=C1O.[Na+].[BH4-].[Na+]. Given the product [F:32][C:2]1([F:1])[CH2:5][CH:4]([C:6]2[O:10][N:9]=[C:8]([C:11]3[CH:12]=[CH:13][C:14]([CH3:31])=[C:15]([NH:17][C:18]([C:20]4[N:24]5[CH:25]=[CH:26][C:27]([C:29]6[N:35]=[N:34][N:33]([CH2:36][CH2:37][OH:38])[CH:30]=6)=[CH:28][C:23]5=[N:22][CH:21]=4)=[O:19])[CH:16]=3)[N:7]=2)[CH2:3]1, predict the reactants needed to synthesize it. (9) The reactants are: [Br:1][C:2]1[CH:7]=[CH:6][C:5](I)=[CH:4][C:3]=1[F:9].CC1(C)C(C)(C)OB([C:18]2[CH:23]=[CH:22][C:21]([CH2:24][CH2:25][CH2:26][OH:27])=[CH:20][CH:19]=2)O1.CCOCC. Given the product [Br:1][C:2]1[CH:7]=[CH:6][C:5]([C:18]2[CH:23]=[CH:22][C:21]([CH2:24][CH2:25][CH2:26][OH:27])=[CH:20][CH:19]=2)=[CH:4][C:3]=1[F:9], predict the reactants needed to synthesize it.